From a dataset of Forward reaction prediction with 1.9M reactions from USPTO patents (1976-2016). Predict the product of the given reaction. (1) Given the reactants [NH2:1][C:2]1[CH:11]=[C:10]([C:12]([O:14][CH3:15])=[O:13])[CH:9]=[CH:8][C:3]=1[C:4](OC)=[O:5].[C:16](Cl)(=[NH:18])[NH2:17].Cl.CS(C)(=O)=O, predict the reaction product. The product is: [NH2:17][C:16]1[NH:18][C:4](=[O:5])[C:3]2[C:2](=[CH:11][C:10]([C:12]([O:14][CH3:15])=[O:13])=[CH:9][CH:8]=2)[N:1]=1. (2) Given the reactants [OH:1][CH:2]([C:5]1[N:10]=[C:9]([C:11]([F:14])([F:13])[F:12])[N:8]=[C:7]([O:15][CH:16]2[CH2:21][CH2:20][N:19]([C:22]([O:24][C:25]([CH3:28])([CH3:27])[CH3:26])=[O:23])[CH2:18][CH2:17]2)[CH:6]=1)CO.C(O)(=O)C.I([O-])(=O)(=O)=O.[Na+], predict the reaction product. The product is: [CH:2]([C:5]1[N:10]=[C:9]([C:11]([F:14])([F:12])[F:13])[N:8]=[C:7]([O:15][CH:16]2[CH2:21][CH2:20][N:19]([C:22]([O:24][C:25]([CH3:28])([CH3:27])[CH3:26])=[O:23])[CH2:18][CH2:17]2)[CH:6]=1)=[O:1]. (3) Given the reactants FC(F)(F)S([O:6][Si:7]([CH:14]([CH3:16])[CH3:15])([CH:11]([CH3:13])[CH3:12])[CH:8]([CH3:10])[CH3:9])(=O)=O.[CH3:19][O:20][C:21]([C@:23]1([CH2:29]O)[CH2:27][CH2:26][CH2:25][N:24]1[CH3:28])=[O:22].CCN(CC)CC, predict the reaction product. The product is: [CH3:19][O:20][C:21]([C@:23]1([CH2:29][O:6][Si:7]([CH:14]([CH3:16])[CH3:15])([CH:11]([CH3:13])[CH3:12])[CH:8]([CH3:10])[CH3:9])[CH2:27][CH2:26][CH2:25][N:24]1[CH3:28])=[O:22].